This data is from Full USPTO retrosynthesis dataset with 1.9M reactions from patents (1976-2016). The task is: Predict the reactants needed to synthesize the given product. (1) Given the product [CH3:1][C:2]1([CH3:9])[O:6][CH:5]([CH2:7][O:8][CH2:11][C:12]([O:14][C:15]2[C:28]3[C:19](=[N+:20]([O-:31])[C:21]4[C:26]([N+:27]=3[O-:29])=[CH:25][CH:24]=[CH:23][C:22]=4[OH:30])[CH:18]=[CH:17][CH:16]=2)=[O:13])[CH2:4][O:3]1, predict the reactants needed to synthesize it. The reactants are: [CH3:1][C:2]1([CH3:9])[O:6][CH:5]([CH2:7][OH:8])[CH2:4][O:3]1.Cl[CH2:11][C:12]([O:14][C:15]1[C:28]2[C:19](=[N+:20]([O-:31])[C:21]3[C:26]([N+:27]=2[O-:29])=[CH:25][CH:24]=[CH:23][C:22]=3[OH:30])[CH:18]=[CH:17][CH:16]=1)=[O:13]. (2) Given the product [CH:17]([O:16][CH:10]([CH2:9][C:5]1[CH:6]=[CH:7][CH:8]=[C:3]([CH2:2][O:1][C:29]([NH:28][C:24]2[CH:25]=[CH:26][CH:27]=[C:22]([C:21]([F:20])([F:31])[F:32])[CH:23]=2)=[O:30])[CH:4]=1)[C:11]([OH:13])=[O:12])([CH3:18])[CH3:19], predict the reactants needed to synthesize it. The reactants are: [OH:1][CH2:2][C:3]1[CH:4]=[C:5]([CH2:9][CH:10]([O:16][CH:17]([CH3:19])[CH3:18])[C:11]([O:13]CC)=[O:12])[CH:6]=[CH:7][CH:8]=1.[F:20][C:21]([F:32])([F:31])[C:22]1[CH:27]=[CH:26][CH:25]=[C:24]([N:28]=[C:29]=[O:30])[CH:23]=1.